From a dataset of Reaction yield outcomes from USPTO patents with 853,638 reactions. Predict the reaction yield, written as a fraction of the theoretical maximum amount of product (1.0 means a 100% yield; for example, 0.34 means a 34% yield). (1) The reactants are Cl[C:2]1[CH:7]=[C:6]([C:8]2[CH:13]=[C:12]([Cl:14])[CH:11]=[CH:10][C:9]=2[CH3:15])[N:5]=[C:4]([NH2:16])[N:3]=1.Cl.[CH3:18][C:19]1[CH:20]=[CH:21][C:22]([NH2:25])=[CH:23][CH:24]=1. The catalyst is C(O)C.O1CCOCC1. The product is [Cl:14][C:12]1[CH:11]=[CH:10][C:9]([CH3:15])=[C:8]([C:6]2[N:5]=[C:4]([NH2:16])[N:3]=[C:2]([NH:25][C:22]3[CH:23]=[CH:24][C:19]([CH3:18])=[CH:20][CH:21]=3)[CH:7]=2)[CH:13]=1. The yield is 0.980. (2) The reactants are [C:1]([O:5][C:6]([N:8]1[CH2:12][CH2:11][CH2:10][C@H:9]1[C:13]1[NH:14][C:15]([C:18]2[CH:19]=[N:20][C:21]([C:24]3[CH:29]=[CH:28][C:27]([C:30]4[NH:31][C:32]([C@@H:35]5[CH2:39][CH2:38][CH2:37][N:36]5C(OCC5C=CC=CC=5)=O)=[N:33][CH:34]=4)=[CH:26][CH:25]=3)=[N:22][CH:23]=2)=[CH:16][N:17]=1)=[O:7])([CH3:4])([CH3:3])[CH3:2].C([O-])([O-])=O.[K+].[K+].O. The catalyst is CO.[Pd]. The product is [C:1]([O:5][C:6]([N:8]1[CH2:12][CH2:11][CH2:10][C@H:9]1[C:13]1[NH:14][C:15]([C:18]2[CH:23]=[N:22][C:21]([C:24]3[CH:29]=[CH:28][C:27]([C:30]4[NH:31][C:32]([C@@H:35]5[CH2:39][CH2:38][CH2:37][NH:36]5)=[N:33][CH:34]=4)=[CH:26][CH:25]=3)=[N:20][CH:19]=2)=[CH:16][N:17]=1)=[O:7])([CH3:4])([CH3:2])[CH3:3]. The yield is 0.560.